From a dataset of NCI-60 drug combinations with 297,098 pairs across 59 cell lines. Regression. Given two drug SMILES strings and cell line genomic features, predict the synergy score measuring deviation from expected non-interaction effect. Drug 1: CC12CCC3C(C1CCC2O)C(CC4=C3C=CC(=C4)O)CCCCCCCCCS(=O)CCCC(C(F)(F)F)(F)F. Drug 2: CS(=O)(=O)OCCCCOS(=O)(=O)C. Cell line: RXF 393. Synergy scores: CSS=0.0940, Synergy_ZIP=-0.953, Synergy_Bliss=-1.15, Synergy_Loewe=-2.90, Synergy_HSA=-2.06.